From a dataset of hERG Central: cardiac toxicity at 1µM, 10µM, and general inhibition. Predict hERG channel inhibition at various concentrations. (1) The drug is Cc1ccc(OCC(O)Cn2c(=N)n(Cc3ccccc3)c3ccccc32)cc1.Cl. Results: hERG_inhib (hERG inhibition (general)): blocker. (2) The drug is CCN(CC)CCOc1nnc(-c2ccc(C)cc2)c2ccccc12. Results: hERG_inhib (hERG inhibition (general)): blocker. (3) Results: hERG_inhib (hERG inhibition (general)): blocker. The molecule is Br.CCCCCCCn1c(=N)n(CC(=O)c2ccco2)c2ccccc21.